This data is from Experimentally validated miRNA-target interactions with 360,000+ pairs, plus equal number of negative samples. The task is: Binary Classification. Given a miRNA mature sequence and a target amino acid sequence, predict their likelihood of interaction. (1) Result: 0 (no interaction). The miRNA is hsa-miR-6850-5p with sequence GUGCGGAACGCUGGCCGGGGCG. The protein sequence of the target gene is MTEGRRCQVHLLDDRKLELLVQPKLLAKELLDLVASHFNLKEKEYFGIAFTDETGHLNWLQLDRRVLEHDFPKKSGPVVLYFCVRFYIESISYLKDNATIELFFLNAKSCIYKELIDVDSEVVFELASYILQEAKGDFSSNEVVRSDLKKLPALPTQALKEHPSLAYCEDRVIEYYKKLNGQTRGQAIVNYMSIVESLPTYGVHYYAVKDKQGIPWWLGLSYKGIFQYDYHDKVKPRKIFQWRQLENLYFREKKFSVEVHDPRRASVTRRTFGHSGIAVHTWYACPALIKSIWAMAISQH.... (2) The miRNA is hsa-miR-19b-3p with sequence UGUGCAAAUCCAUGCAAAACUGA. The protein sequence of the target gene is MSKLSFRARALDASKPLPVFRCEDLPDLHEYASINRAVPQMPTGMEKEEESEHHLQRAISAQQVYGEKRDNMVIPVPEAESNIAYYESIYPGEFKMPKQLIHIQPFSLDAEQPDYDLDSEDEVFVNKLKKKMDICPLQFEEMIDRLEKGSGQQPVSLQEAKLLLKEDDELIREVYEYWIKKRKNCRGPSLIPSVKQEKRDGSSTNDPYVAFRRRTEKMQTRKNRKNDEASYEKMLKLRRDLSRAVTILEMIKRREKSKRELLHLTLEIMEKRYNLGDYNGEIMSEVMAQRQPMKPTYAIP.... Result: 1 (interaction). (3) The miRNA is hsa-miR-99a-5p with sequence AACCCGUAGAUCCGAUCUUGUG. The protein sequence of the target gene is MAPEVLPKPRMRGLLARRLRNHMAVAFVLSLGVAALYKFRVADQRKKAYADFYRNYDVMKDFEEMRKAGIFQSVK. Result: 0 (no interaction). (4) The miRNA is mmu-miR-103-3p with sequence AGCAGCAUUGUACAGGGCUAUGA. The protein sequence of the target gene is METPSQRRATRSGAQASSTPLSPTRITRLQEKEDLQELNDRLAVYIDRVRSLETENAGLRLRITESEEVVSREVSGIKAAYEAELGDARKTLDSVAKERARLQLELSKVREEFKELKARNTKKEGDLLAAQARLKDLEALLNSKEAALSTALSEKRTLEGELHDLRGQVAKLEAALGEAKKQLQDEMLRRVDAENRLQTLKEELDFQKNIYSEELRETKRRHETRLVEIDNGKQREFESRLADALQELRAQHEDQVEQYKKELEKTYSAKLDNARQSAERNSNLVGAAHEELQQSRIRID.... Result: 0 (no interaction). (5) The miRNA is mmu-miR-362-5p with sequence AAUCCUUGGAACCUAGGUGUGAAU. The protein sequence of the target gene is MKPAMETAAEENTEQSQERKVNSRAEMEIGRYHWMYPGSKNHQYRPVPNLGDRAGPLSSPGCFECCIKCLGGVPYASLVATILCFSGVALFCGCGHVALAGTVAILEQHFSTNTSDHALLSEVIQLMQYVIYGIASFFFLYGIILLAEGFYTTSAVKELHGEFKTTACGRCISGMFVFLTYVLGVAWLGVFGFSAVPVFMFYNIWSTCEVIKSPQSNGTSGVEQICVDVRQYGIIPWNAFPGKICGSALENICNTNEFYMSYHLFIVACAGAGATVIALIHFLMILSSNWAYLKDASKMQ.... Result: 1 (interaction). (6) The miRNA is mmu-miR-540-5p with sequence CAAGGGUCACCCUCUGACUCUGU. The protein sequence of the target gene is MTLTLSVLICLGLSVGPRTCVQAGTLPKPTLWAEPASVIARGKPVTLWCQGPLETEEYRLDKEGLPWARKRQNPLEPGAKAKFHIPSTVYDSAGRYRCYYETPAGWSEPSDPLELVATGFYAEPTLLALPSPVVASGGNVTLQCDTLDGLLTFVLVEEEQKLPRTLYSQKLPKGPSQALFPVGPVTPSCRWRFRCYYYYRKNPQVWSNPSDLLEILVPGVSRKPSLLIPQGSVVARGGSLTLQCRSDVGYDIFVLYKEGEHDLVQGSGQQPQAGLSQANFTLGPVSRSHGGQYRCYGAHN.... Result: 0 (no interaction).